From a dataset of Reaction yield outcomes from USPTO patents with 853,638 reactions. Predict the reaction yield, written as a fraction of the theoretical maximum amount of product (1.0 means a 100% yield; for example, 0.34 means a 34% yield). The reactants are Br[C:2]1[S:3][C:4]2[CH:10]=[C:9]([CH2:11][N:12]3[C:16]4[CH:17]=[C:18]([O:23][CH3:24])[C:19]([O:21][CH3:22])=[CH:20][C:15]=4[N:14]=[CH:13]3)[CH:8]=[CH:7][C:5]=2[N:6]=1.[NH2:25][C:26]1[CH:31]=[CH:30][CH:29]=[CH:28][C:27]=1[OH:32].CCN(C(C)C)C(C)C. The catalyst is CC(N(C)C)=O. The product is [CH3:22][O:21][C:19]1[C:18]([O:23][CH3:24])=[CH:17][C:16]2[N:12]([CH2:11][C:9]3[CH:8]=[CH:7][C:5]4[N:6]=[C:2]([NH:25][C:26]5[CH:31]=[CH:30][CH:29]=[CH:28][C:27]=5[OH:32])[S:3][C:4]=4[CH:10]=3)[CH:13]=[N:14][C:15]=2[CH:20]=1. The yield is 0.160.